Dataset: Peptide-MHC class I binding affinity with 185,985 pairs from IEDB/IMGT. Task: Regression. Given a peptide amino acid sequence and an MHC pseudo amino acid sequence, predict their binding affinity value. This is MHC class I binding data. (1) The peptide sequence is SLRAEDTAVYY. The MHC is HLA-A01:01 with pseudo-sequence HLA-A01:01. The binding affinity (normalized) is 0.610. (2) The peptide sequence is YLVAYQAKV. The MHC is HLA-A02:03 with pseudo-sequence HLA-A02:03. The binding affinity (normalized) is 0.695.